Dataset: Reaction yield outcomes from USPTO patents with 853,638 reactions. Task: Predict the reaction yield, written as a fraction of the theoretical maximum amount of product (1.0 means a 100% yield; for example, 0.34 means a 34% yield). (1) The product is [C:1]([O:4][CH2:5][C:6]1[CH:7]=[C:8]([CH2:12][O:13][C:14](=[O:16])[CH3:15])[CH:9]=[CH:10][C:11]=1[Br:22])(=[O:3])[CH3:2]. The yield is 0.976. The catalyst is C(O)(=O)C. The reactants are [C:1]([O:4][CH2:5][C:6]1[CH:11]=[CH:10][CH:9]=[C:8]([CH2:12][O:13][C:14](=[O:16])[CH3:15])[CH:7]=1)(=[O:3])[CH3:2].C([O-])(=O)C.[Na+].[Br:22]Br.S([O-])([O-])=O.[Na+].[Na+]. (2) The catalyst is C1COCC1. The yield is 0.580. The reactants are [O:1]=[C:2]1[CH:10]([CH2:11][CH2:12][N:13]2[C:21](=[O:22])[C:20]3[C:15](=[CH:16][CH:17]=[CH:18][CH:19]=3)[C:14]2=[O:23])[C:9]2[C:4](=[CH:5][CH:6]=[CH:7][CH:8]=2)[NH:3]1.C(=O)([O-])[O-].[Na+].[Na+].[C:30](O[C:30]([O:31][C:32]([CH3:35])([CH3:34])[CH3:33])=[O:36])(=[O:36])[O:31][C:32]([CH3:35])([CH3:34])[CH3:33].O. The product is [O:23]=[C:14]1[C:15]2[C:20](=[CH:19][CH:18]=[CH:17][CH:16]=2)[C:21](=[O:22])[N:13]1[CH2:12][CH2:11][CH:10]1[C:9]2[C:4](=[CH:5][CH:6]=[CH:7][CH:8]=2)[N:3]([C:30]([O:31][C:32]([CH3:35])([CH3:34])[CH3:33])=[O:36])[C:2]1=[O:1]. (3) The product is [CH2:12]([O:16][C:17]1[C:26]2[C:21](=[CH:22][C:23]([Cl:28])=[C:24]([Cl:27])[CH:25]=2)[C:20](=[O:29])[N:19]([CH3:30])[C:18]=1[CH:31]=[O:32])[CH2:13][CH2:14][CH3:15]. The reactants are O1CCCC1.C(Cl)(=O)C(Cl)=O.[CH2:12]([O:16][C:17]1[C:26]2[C:21](=[CH:22][C:23]([Cl:28])=[C:24]([Cl:27])[CH:25]=2)[C:20](=[O:29])[N:19]([CH3:30])[C:18]=1[CH2:31][OH:32])[CH2:13][CH2:14][CH3:15].C(N(CC)CC)C. The catalyst is O.CS(C)=O. The yield is 0.817. (4) The reactants are [N+:1]([C:4]1[CH:10]=[CH:9][C:7]([NH2:8])=[C:6]([C:11]#[C:12][C:13]2[CH:18]=[CH:17][CH:16]=[CH:15][N:14]=2)[CH:5]=1)([O-:3])=[O:2].CC([O-])(C)C.[K+]. The catalyst is CN(C=O)C.O. The product is [N+:1]([C:4]1[CH:5]=[C:6]2[C:7](=[CH:9][CH:10]=1)[NH:8][C:12]([C:13]1[CH:18]=[CH:17][CH:16]=[CH:15][N:14]=1)=[CH:11]2)([O-:3])=[O:2]. The yield is 0.670.